Dataset: Forward reaction prediction with 1.9M reactions from USPTO patents (1976-2016). Task: Predict the product of the given reaction. (1) Given the reactants [S:1]1[CH:5]=[CH:4][C:3]2[CH:6]=[CH:7][CH:8]=[C:9]([CH2:10][C:11]#[N:12])[C:2]1=2.CC([OH:17])(C)C.[OH-].[K+], predict the reaction product. The product is: [S:1]1[CH:5]=[CH:4][C:3]2[CH:6]=[CH:7][CH:8]=[C:9]([CH2:10][C:11]([NH2:12])=[O:17])[C:2]1=2. (2) Given the reactants ClCCl.[F:4][C:5]1[CH:10]=[CH:9][C:8]([C:11]2[C@H:16]([O:17][C:18](=[O:23])[C:19]([CH3:22])([CH3:21])[CH3:20])[CH2:15][N:14](C(OC(C)(C)C)=O)[CH2:13][CH:12]=2)=[CH:7][CH:6]=1.FC(F)(F)C(O)=O.C(=O)(O)[O-].[Na+], predict the reaction product. The product is: [C:18]([O:17][C@H:16]1[C:11]([C:8]2[CH:9]=[CH:10][C:5]([F:4])=[CH:6][CH:7]=2)=[CH:12][CH2:13][NH:14][CH2:15]1)(=[O:23])[C:19]([CH3:22])([CH3:21])[CH3:20]. (3) Given the reactants [C:1]([O:5][C:6]([NH:8][C@@H:9]([CH2:31][C:32]1[S:33][CH:34]=[CH:35][CH:36]=1)[C:10]([N:12]1[CH2:17][CH2:16][N:15]([C:18]2[S:19][C:20]3[CH:26]=[C:25]([C:27]([O:29]C)=[O:28])[CH:24]=[CH:23][C:21]=3[N:22]=2)[CH2:14][CH2:13]1)=[O:11])=[O:7])([CH3:4])([CH3:3])[CH3:2].[OH-].[Na+].C(O)(=O)CC(CC(O)=O)(C(O)=O)O, predict the reaction product. The product is: [C:1]([O:5][C:6]([NH:8][C@@H:9]([CH2:31][C:32]1[S:33][CH:34]=[CH:35][CH:36]=1)[C:10]([N:12]1[CH2:17][CH2:16][N:15]([C:18]2[S:19][C:20]3[CH:26]=[C:25]([C:27]([OH:29])=[O:28])[CH:24]=[CH:23][C:21]=3[N:22]=2)[CH2:14][CH2:13]1)=[O:11])=[O:7])([CH3:4])([CH3:2])[CH3:3]. (4) Given the reactants C([NH:4][C:5]1[S:6][C:7]([S:14]([C:17]2[CH:22]=[CH:21][CH:20]=[CH:19][CH:18]=2)(=[O:16])=[O:15])=[C:8]([CH3:13])[C:9]=1[C:10](N)=[O:11])(=O)C.[O:23]1CCOCC1, predict the reaction product. The product is: [NH2:4][C:5]1[S:6][C:7]([S:14]([C:17]2[CH:22]=[CH:21][CH:20]=[CH:19][CH:18]=2)(=[O:16])=[O:15])=[C:8]([CH3:13])[C:9]=1[C:10]([OH:11])=[O:23].